From a dataset of Catalyst prediction with 721,799 reactions and 888 catalyst types from USPTO. Predict which catalyst facilitates the given reaction. Product: [CH3:1][C:2]1[O:3][C:4]2[CH:10]=[C:9]([C:11]([OH:13])=[O:12])[CH:8]=[CH:7][C:5]=2[N:6]=1. Reactant: [CH3:1][C:2]1[O:3][C:4]2[CH:10]=[C:9]([C:11]([O:13]C)=[O:12])[CH:8]=[CH:7][C:5]=2[N:6]=1.CO.[OH-].[K+].Cl. The catalyst class is: 20.